Dataset: Peptide-MHC class II binding affinity with 134,281 pairs from IEDB. Task: Regression. Given a peptide amino acid sequence and an MHC pseudo amino acid sequence, predict their binding affinity value. This is MHC class II binding data. (1) The peptide sequence is QGQWRGAAGTAAQAA. The MHC is HLA-DQA10102-DQB10602 with pseudo-sequence HLA-DQA10102-DQB10602. The binding affinity (normalized) is 0.954. (2) The peptide sequence is DTLRSYYADWYQQKPG. The MHC is HLA-DQA10501-DQB10201 with pseudo-sequence HLA-DQA10501-DQB10201. The binding affinity (normalized) is 0.372. (3) The peptide sequence is ANMWSLMYFHKRDMR. The MHC is HLA-DQA10201-DQB10303 with pseudo-sequence HLA-DQA10201-DQB10303. The binding affinity (normalized) is 0.367. (4) The MHC is HLA-DPA10201-DPB11401 with pseudo-sequence HLA-DPA10201-DPB11401. The peptide sequence is EKKYNAATQFEPLAA. The binding affinity (normalized) is 0.346.